This data is from Forward reaction prediction with 1.9M reactions from USPTO patents (1976-2016). The task is: Predict the product of the given reaction. (1) Given the reactants I[C:2]1[CH:10]=[C:9]2[C:5]([CH:6]=[N:7][NH:8]2)=[CH:4][CH:3]=1.[S:11]1[CH:15]=[CH:14][C:13](B(O)O)=[CH:12]1, predict the reaction product. The product is: [S:11]1[CH:15]=[CH:14][C:13]([C:2]2[CH:10]=[C:9]3[C:5]([CH:6]=[N:7][NH:8]3)=[CH:4][CH:3]=2)=[CH:12]1. (2) Given the reactants Cl.[O:2]1[C:6]2[CH:7]=[CH:8][CH:9]=[CH:10][C:5]=2[C:4]([CH2:11][CH2:12][N:13]2[CH2:18][CH2:17][CH:16]([NH:19]C(=O)OC(C)(C)C)[CH2:15][CH2:14]2)=[CH:3]1, predict the reaction product. The product is: [O:2]1[C:6]2[CH:7]=[CH:8][CH:9]=[CH:10][C:5]=2[C:4]([CH2:11][CH2:12][N:13]2[CH2:14][CH2:15][CH:16]([NH2:19])[CH2:17][CH2:18]2)=[CH:3]1. (3) Given the reactants [NH2:1][CH2:2][C@H:3]1[N:8]([C:9]([C:11]2[N:12]=[C:13]([CH3:23])[S:14][C:15]=2[C:16]2[CH:21]=[CH:20][CH:19]=[C:18]([Cl:22])[CH:17]=2)=[O:10])[CH2:7][C@H:6]2[C@@H:4]1[CH2:5]2.[S:24]1[CH:28]=[CH:27][N:26]2[C:29]([C:32](O)=[O:33])=[CH:30][N:31]=[C:25]12, predict the reaction product. The product is: [Cl:22][C:18]1[CH:17]=[C:16]([C:15]2[S:14][C:13]([CH3:23])=[N:12][C:11]=2[C:9]([N:8]2[CH2:7][C@H:6]3[C@H:4]([CH2:5]3)[C@H:3]2[CH2:2][NH:1][C:32]([C:29]2[N:26]3[C:25]([S:24][CH:28]=[CH:27]3)=[N:31][CH:30]=2)=[O:33])=[O:10])[CH:21]=[CH:20][CH:19]=1. (4) Given the reactants C[O:2][C:3](=[O:23])[CH:4]([C:11]1[CH:16]=[CH:15][C:14]([C:17]2[CH:22]=[CH:21][N:20]=[CH:19][CH:18]=2)=[CH:13][CH:12]=1)[CH2:5][CH:6]1[CH2:10][CH2:9][CH2:8][CH2:7]1.[OH-].[Li+], predict the reaction product. The product is: [CH:6]1([CH2:5][CH:4]([C:11]2[CH:12]=[CH:13][C:14]([C:17]3[CH:22]=[CH:21][N:20]=[CH:19][CH:18]=3)=[CH:15][CH:16]=2)[C:3]([OH:23])=[O:2])[CH2:10][CH2:9][CH2:8][CH2:7]1.